From a dataset of Catalyst prediction with 721,799 reactions and 888 catalyst types from USPTO. Predict which catalyst facilitates the given reaction. (1) Reactant: [Br:1][C:2]1[CH:7]=[CH:6][C:5]([S:8](Cl)(=[O:10])=[O:9])=[C:4]([O:12][C:13]([F:16])([F:15])[F:14])[CH:3]=1.[CH:17]1([NH2:20])[CH2:19][CH2:18]1. Product: [Br:1][C:2]1[CH:7]=[CH:6][C:5]([S:8]([NH:20][CH:17]2[CH2:19][CH2:18]2)(=[O:10])=[O:9])=[C:4]([O:12][C:13]([F:16])([F:15])[F:14])[CH:3]=1. The catalyst class is: 4. (2) Reactant: [NH2:1][C:2]1[CH:7]=[C:6]([CH3:8])[C:5]([Cl:9])=[CH:4][C:3]=1[NH:10][CH2:11][CH2:12][CH2:13][CH2:14][CH2:15][CH2:16][C:17]([O:19][C:20]([CH3:23])([CH3:22])[CH3:21])=[O:18].[B]=O.[NH:26]1[C:34](=[O:35])[C:32](=O)[C:30](=O)[NH:29][C:27]1=[O:28]. Product: [Cl:9][C:5]1[C:6]([CH3:8])=[CH:7][C:2]2[N:1]=[C:32]3[C:30]([N:10]([CH2:11][CH2:12][CH2:13][CH2:14][CH2:15][CH2:16][C:17]([O:19][C:20]([CH3:23])([CH3:22])[CH3:21])=[O:18])[C:3]=2[CH:4]=1)=[N:29][C:27](=[O:28])[NH:26][C:34]3=[O:35]. The catalyst class is: 15. (3) Reactant: [CH:1]1([NH:6][C:7]2[N:12]3[N:13]=[C:14]([C:23]4[CH:28]=[CH:27][N:26]=[CH:25][CH:24]=4)[C:15]([C:16](=O)[CH:17]=[CH:18]N(C)C)=[C:11]3[CH:10]=[CH:9][CH:8]=2)[CH2:5][CH2:4][CH2:3][CH2:2]1.Cl.[CH:30]1([NH:35][C:36]([NH2:38])=[NH:37])CCCC1.CC(C)([O-])C.[K+].O. Product: [CH:1]1([NH:6][C:7]2[N:12]3[N:13]=[C:14]([C:23]4[CH:28]=[CH:27][N:26]=[CH:25][CH:24]=4)[C:15]([C:16]4[CH:17]=[CH:18][N:38]=[C:36]([NH:35][CH3:30])[N:37]=4)=[C:11]3[CH:10]=[CH:9][CH:8]=2)[CH2:5][CH2:4][CH2:3][CH2:2]1. The catalyst class is: 7. (4) Reactant: [CH3:1][O:2][C:3]1[CH:4]=[C:5]([C:11]2[C:12]([CH3:18])=[N:13][C:14]([NH2:17])=[N:15][CH:16]=2)[CH:6]=[CH:7][C:8]=1[O:9][CH3:10].[F:19][C:20]([F:37])([F:36])[C:21]1[CH:22]=[C:23]([N:27]2[CH2:32][CH2:31][CH:30]([C:33](O)=[O:34])[CH2:29][CH2:28]2)[CH:24]=[CH:25][CH:26]=1. Product: [CH3:1][O:2][C:3]1[CH:4]=[C:5]([C:11]2[C:12]([CH3:18])=[N:13][C:14]([NH:17][C:33]([CH:30]3[CH2:29][CH2:28][N:27]([C:23]4[CH:24]=[CH:25][CH:26]=[C:21]([C:20]([F:37])([F:19])[F:36])[CH:22]=4)[CH2:32][CH2:31]3)=[O:34])=[N:15][CH:16]=2)[CH:6]=[CH:7][C:8]=1[O:9][CH3:10]. The catalyst class is: 23. (5) Reactant: [F:1][C:2]1[CH:21]=[CH:20][C:5]([CH2:6][NH:7][C:8]2[CH:13]=[CH:12][C:11]([NH2:14])=[C:10]([N:15]3[CH2:19][CH2:18][CH2:17][CH2:16]3)[N:9]=2)=[CH:4][CH:3]=1.[F:22][C:23]1[CH:24]=[C:25]([CH2:33][C:34](O)=[O:35])[CH:26]=[CH:27][C:28]=1[C:29]([F:32])([F:31])[F:30].C1C=NC2N(O)N=NC=2C=1.CCN=C=NCCCN(C)C.Cl. Product: [F:1][C:2]1[CH:21]=[CH:20][C:5]([CH2:6][NH:7][C:8]2[N:9]=[C:10]([N:15]3[CH2:16][CH2:17][CH2:18][CH2:19]3)[C:11]([NH:14][C:34](=[O:35])[CH2:33][C:25]3[CH:26]=[CH:27][C:28]([C:29]([F:30])([F:31])[F:32])=[C:23]([F:22])[CH:24]=3)=[CH:12][CH:13]=2)=[CH:4][CH:3]=1. The catalyst class is: 34. (6) Reactant: [OH:1][CH:2]1[CH2:7][CH2:6][N:5]([C:8]([O:10][C:11]([CH3:14])([CH3:13])[CH3:12])=[O:9])[CH2:4][CH2:3]1.O[C:16]1[CH:21]=[CH:20][CH:19]=[CH:18][C:17]=1[C:22]([F:25])([F:24])[F:23].C1(P(C2C=CC=CC=2)C2C=CC=CC=2)C=CC=CC=1.N(C(OCC)=O)=NC(OCC)=O. Product: [F:23][C:22]([F:25])([F:24])[C:17]1[CH:18]=[CH:19][CH:20]=[CH:21][C:16]=1[O:1][CH:2]1[CH2:3][CH2:4][N:5]([C:8]([O:10][C:11]([CH3:14])([CH3:13])[CH3:12])=[O:9])[CH2:6][CH2:7]1. The catalyst class is: 1. (7) Reactant: [CH3:1][O:2][C:3]1[CH:33]=[CH:32][C:6]([C:7]([O:22][CH2:23][C:24]2[CH:25]=[C:26]([CH:29]=[CH:30][CH:31]=2)[CH2:27][NH2:28])([C:16]2[CH:21]=[CH:20][CH:19]=[CH:18][CH:17]=2)[C:8]2[CH:13]=[CH:12][C:11]([O:14][CH3:15])=[CH:10][CH:9]=2)=[CH:5][CH:4]=1.[C:34](N1C=CN=C1)(N1C=CN=C1)=[O:35].[NH2:46][CH2:47][C:48]1[CH:53]=[CH:52][CH:51]=[C:50]([CH2:54][O:55][Si:56]([C:59]([CH3:62])([CH3:61])[CH3:60])([CH3:58])[CH3:57])[N:49]=1. Product: [CH3:15][O:14][C:11]1[CH:10]=[CH:9][C:8]([C:7]([O:22][CH2:23][C:24]2[CH:25]=[C:26]([CH:29]=[CH:30][CH:31]=2)[CH2:27][NH:28][C:34]([NH:46][CH2:47][C:48]2[CH:53]=[CH:52][CH:51]=[C:50]([CH2:54][O:55][Si:56]([C:59]([CH3:62])([CH3:61])[CH3:60])([CH3:57])[CH3:58])[N:49]=2)=[O:35])([C:16]2[CH:21]=[CH:20][CH:19]=[CH:18][CH:17]=2)[C:6]2[CH:5]=[CH:4][C:3]([O:2][CH3:1])=[CH:33][CH:32]=2)=[CH:13][CH:12]=1. The catalyst class is: 1. (8) Product: [C:1]([O:5][C:6]([N:8]1[C:12]2=[N:13][CH:14]=[C:15]([C:30]3[S:29][CH:33]=[CH:32][CH:31]=3)[CH:16]=[C:11]2[C:10]([C:18](=[O:28])[C:19]2[CH:24]=[CH:23][CH:22]=[C:21]([O:25][CH3:26])[C:20]=2[F:27])=[CH:9]1)=[O:7])([CH3:4])([CH3:3])[CH3:2]. The catalyst class is: 30. Reactant: [C:1]([O:5][C:6]([N:8]1[C:12]2=[N:13][CH:14]=[C:15](Br)[CH:16]=[C:11]2[C:10]([C:18](=[O:28])[C:19]2[CH:24]=[CH:23][CH:22]=[C:21]([O:25][CH3:26])[C:20]=2[F:27])=[CH:9]1)=[O:7])([CH3:4])([CH3:3])[CH3:2].[S:29]1[CH:33]=[CH:32][CH:31]=[C:30]1B(O)O.C(=O)([O-])[O-].[K+].[K+]. (9) Reactant: [C:1]([O:5][C:6]([N:8]1[CH2:13][C:12](=[O:14])[N:11]([C:15]2[CH:20]=[CH:19][C:18]([OH:21])=[CH:17][CH:16]=2)[C@@H:10]([CH2:22][O:23][C:24]2[CH:33]=[CH:32][C:31]3[C:26](=[CH:27][CH:28]=[CH:29][CH:30]=3)[CH:25]=2)[CH2:9]1)=[O:7])([CH3:4])([CH3:3])[CH3:2].C(=O)([O-])[O-].[K+].[K+].Br[CH2:41][CH2:42][CH2:43][OH:44]. Product: [C:1]([O:5][C:6]([N:8]1[CH2:13][C:12](=[O:14])[N:11]([C:15]2[CH:16]=[CH:17][C:18]([O:21][CH2:41][CH2:42][CH2:43][OH:44])=[CH:19][CH:20]=2)[C@@H:10]([CH2:22][O:23][C:24]2[CH:33]=[CH:32][C:31]3[C:26](=[CH:27][CH:28]=[CH:29][CH:30]=3)[CH:25]=2)[CH2:9]1)=[O:7])([CH3:4])([CH3:2])[CH3:3]. The catalyst class is: 10.